This data is from Catalyst prediction with 721,799 reactions and 888 catalyst types from USPTO. The task is: Predict which catalyst facilitates the given reaction. (1) Reactant: [N+:1]([C:4]1[CH:5]=[N:6][C:7]2[C:12]([C:13]=1O)=[N:11][CH:10]=[CH:9][CH:8]=2)([O-:3])=[O:2].P(Cl)(Cl)([Cl:17])=O.O. Product: [Cl:17][C:13]1[C:12]2[C:7](=[CH:8][CH:9]=[CH:10][N:11]=2)[N:6]=[CH:5][C:4]=1[N+:1]([O-:3])=[O:2]. The catalyst class is: 9. (2) Product: [F:16][C:17]1[CH:18]=[C:19]([C:20](=[O:21])[CH2:14][C:13]#[N:15])[CH:25]=[C:26]([F:28])[CH:27]=1. Reactant: C(NC(C)C)(C)C.C([Li])CCC.[C:13](#[N:15])[CH3:14].[F:16][C:17]1[CH:18]=[C:19]([CH:25]=[C:26]([F:28])[CH:27]=1)[C:20](OCC)=[O:21].C([N-]C(C)C)(C)C.[Li+]. The catalyst class is: 1.